Predict the reactants needed to synthesize the given product. From a dataset of Full USPTO retrosynthesis dataset with 1.9M reactions from patents (1976-2016). (1) The reactants are: C1(C2C=CC(CNCCC3C=CC(F)=C(C(F)(F)F)C=3)=CC=2)CC1.[C:25]([C:29]1[CH:36]=[CH:35][C:32]([CH:33]=O)=[CH:31][C:30]=1[Cl:37])([CH3:28])([CH3:27])[CH3:26].[Cl:38][C:39]1[CH:40]=[C:41]([CH2:46][CH2:47][NH2:48])[CH:42]=[CH:43][C:44]=1[Cl:45].[BH4-].[Na+]. Given the product [C:25]([C:29]1[CH:36]=[CH:35][C:32]([CH2:33][NH:48][CH2:47][CH2:46][C:41]2[CH:42]=[CH:43][C:44]([Cl:45])=[C:39]([Cl:38])[CH:40]=2)=[CH:31][C:30]=1[Cl:37])([CH3:28])([CH3:27])[CH3:26], predict the reactants needed to synthesize it. (2) Given the product [Cl:1][C:2]1[CH:3]=[C:4]2[C:8](=[CH:9][CH:10]=1)[NH:7][CH:6]=[C:5]2[C:11]([O:13][CH2:19][CH3:20])=[O:12], predict the reactants needed to synthesize it. The reactants are: [Cl:1][C:2]1[CH:3]=[C:4]2[C:8](=[CH:9][CH:10]=1)[NH:7][CH:6]=[C:5]2[C:11]([OH:13])=[O:12].S(=O)(=O)(O)O.[CH2:19](O)[CH3:20]. (3) Given the product [Cl:1][C:2]1[CH:39]=[CH:38][C:37]([F:40])=[CH:36][C:3]=1[CH2:4][N:5]1[C:13]2[C:12](=[O:14])[N:11]([CH3:15])[C:10]([CH3:41])=[N:9][C:8]=2[C:7]([C:20]#[N:21])=[C:6]1[N:22]1[CH2:27][CH2:26][CH2:25][C@@H:24]([NH:28][C:29](=[O:35])[O:30][C:31]([CH3:34])([CH3:33])[CH3:32])[CH2:23]1, predict the reactants needed to synthesize it. The reactants are: [Cl:1][C:2]1[CH:39]=[CH:38][C:37]([F:40])=[CH:36][C:3]=1[CH2:4][N:5]1[C:13]2[C:12](=[O:14])[N:11]([CH3:15])[C:10](S(C)(=O)=O)=[N:9][C:8]=2[C:7]([C:20]#[N:21])=[C:6]1[N:22]1[CH2:27][CH2:26][CH2:25][C@@H:24]([NH:28][C:29](=[O:35])[O:30][C:31]([CH3:34])([CH3:33])[CH3:32])[CH2:23]1.[CH3:41][Mg]Br.C(OCC)C.[Cl-].[NH4+]. (4) The reactants are: Br[C:2]1[CH:12]=[CH:11][C:5]2[NH:6][C:7](=[O:10])[CH2:8][S:9][C:4]=2[CH:3]=1.Br[C:14]1[CH:19]=[CH:18][C:17]([C:20]([F:23])([F:22])[F:21])=[C:16]([F:24])[CH:15]=1. Given the product [F:24][C:16]1[CH:15]=[C:14]([C:2]2[CH:12]=[CH:11][C:5]3[NH:6][C:7](=[O:10])[CH2:8][S:9][C:4]=3[CH:3]=2)[CH:19]=[CH:18][C:17]=1[C:20]([F:21])([F:22])[F:23], predict the reactants needed to synthesize it. (5) The reactants are: [F-].C([N+](CCCC)(CCCC)CCCC)CCC.[Cl:19][C:20]1[CH:21]=[C:22]2[C:28]([CH2:29][CH2:30][NH:31][C:32]([C:34]3[CH:38]=[C:37]([CH2:39][C:40]4[CH:45]=[C:44]([F:46])[CH:43]=[CH:42][C:41]=4[F:47])[O:36][N:35]=3)=[O:33])=[C:27]([Si](CC)(CC)CC)[NH:26][C:23]2=[N:24][CH:25]=1.C1C[O:58]CC1. Given the product [Cl:19][C:20]1[CH:21]=[C:22]2[C:28]([CH2:29][CH2:30][NH:31][C:32]([C:34]3[CH:38]=[C:37]([C:39](=[O:58])[C:40]4[CH:45]=[C:44]([F:46])[CH:43]=[CH:42][C:41]=4[F:47])[O:36][N:35]=3)=[O:33])=[CH:27][NH:26][C:23]2=[N:24][CH:25]=1, predict the reactants needed to synthesize it. (6) Given the product [N+:5]([C:8]1[CH:9]=[C:10]([CH:14]=[C:15]([N+:17]([O-:19])=[O:18])[CH:16]=1)[C:11]([O:13][CH3:20])=[O:12])([O-:7])=[O:6], predict the reactants needed to synthesize it. The reactants are: O=S(Cl)Cl.[N+:5]([C:8]1[CH:9]=[C:10]([CH:14]=[C:15]([N+:17]([O-:19])=[O:18])[CH:16]=1)[C:11]([OH:13])=[O:12])([O-:7])=[O:6].[CH3:20]O.